This data is from Catalyst prediction with 721,799 reactions and 888 catalyst types from USPTO. The task is: Predict which catalyst facilitates the given reaction. (1) Reactant: Cl.[Cl:2][C:3]1[C:4]([O:29]COC)=[CH:5][C:6]([O:25]COC)=[C:7]([CH:24]=1)[C:8]([N:10]1[CH2:18][C:17]2[C:12](=[CH:13][CH:14]=[CH:15][CH:16]=2)[CH:11]1[C:19]([NH:21][CH2:22][CH3:23])=[O:20])=[O:9].C([O-])(O)=O.[Na+]. Product: [Cl:2][C:3]1[C:4]([OH:29])=[CH:5][C:6]([OH:25])=[C:7]([CH:24]=1)[C:8]([N:10]1[CH2:18][C:17]2[C:12](=[CH:13][CH:14]=[CH:15][CH:16]=2)[CH:11]1[C:19]([NH:21][CH2:22][CH3:23])=[O:20])=[O:9]. The catalyst class is: 5. (2) Reactant: Cl[C:2]1[C:11]([CH2:12][C:13]2[CH:18]=[CH:17][CH:16]=[C:15]([C:19]([F:22])([F:21])[F:20])[CH:14]=2)=[C:10]([Cl:23])[C:9]2[C:4](=[C:5]([CH3:32])[CH:6]=[C:7]([C:24]([C:26]3[N:30]([CH3:31])[CH:29]=[N:28][CH:27]=3)=[O:25])[CH:8]=2)[N:3]=1.[CH3:33][O-:34].[Na+]. Product: [Cl:23][C:10]1[C:9]2[C:4](=[C:5]([CH3:32])[CH:6]=[C:7]([C:24]([C:26]3[N:30]([CH3:31])[CH:29]=[N:28][CH:27]=3)=[O:25])[CH:8]=2)[N:3]=[C:2]([O:34][CH3:33])[C:11]=1[CH2:12][C:13]1[CH:18]=[CH:17][CH:16]=[C:15]([C:19]([F:22])([F:21])[F:20])[CH:14]=1. The catalyst class is: 308. (3) Reactant: [NH:1]1[C:5]2=[CH:6][N:7]=[CH:8][CH:9]=[C:4]2[CH:3]=[CH:2]1.[H-].[Na+].[CH3:12]I.O. Product: [CH3:12][N:1]1[C:5]2=[CH:6][N:7]=[CH:8][CH:9]=[C:4]2[CH:3]=[CH:2]1. The catalyst class is: 1. (4) Reactant: [CH3:1][N:2]1[CH:6]=[CH:5][N:4]=[C:3]1[C:7]1[CH:8]=[C:9]([NH:13][NH2:14])[N:10]=[N:11][CH:12]=1.[F:15][C:16]([F:27])([F:26])[C:17]1[CH:22]=[CH:21][C:20]([N:23]=[C:24]=O)=[CH:19][CH:18]=1.P(Cl)(Cl)(Cl)=O. Product: [CH3:1][N:2]1[CH:6]=[CH:5][N:4]=[C:3]1[C:7]1[CH:12]=[N:11][N:10]2[C:24]([NH:23][C:20]3[CH:19]=[CH:18][C:17]([C:16]([F:15])([F:26])[F:27])=[CH:22][CH:21]=3)=[N:14][N:13]=[C:9]2[CH:8]=1. The catalyst class is: 10. (5) Reactant: [CH3:1][C@H:2]1[N:15]2[C:6]([CH2:7][O:8][C:9]3[C:14]2=[CH:13][C:12](B2OC(C)(C)C(C)(C)O2)=[CH:11][CH:10]=3)=[N:5][NH:4][C:3]1=[O:25].[C:26]([O:30][C:31]([N:33]1[CH2:36][C:35]([CH3:47])([C:37](OS(C(F)(F)F)(=O)=O)=[CH2:38])[CH2:34]1)=[O:32])([CH3:29])([CH3:28])[CH3:27].C([O-])([O-])=O.[Na+].[Na+]. Product: [C:26]([O:30][C:31]([N:33]1[CH2:36][C:35]([CH3:47])([C:37]([C:12]2[CH:13]=[C:14]3[C:9](=[CH:10][CH:11]=2)[O:8][CH2:7][C:6]2[N:15]3[C@H:2]([CH3:1])[C:3](=[O:25])[NH:4][N:5]=2)=[CH2:38])[CH2:34]1)=[O:32])([CH3:29])([CH3:28])[CH3:27]. The catalyst class is: 70. (6) Reactant: [F:1][C:2]1[CH:3]=[C:4]([CH:37]=[CH:38][C:39]=1[F:40])[CH2:5][NH:6][C:7]([C:9]1[N:13](CC2C=CC(OC)=CC=2)[N:12]=[C:11]([N:23]2[C:27](=[O:28])[N:26]([CH2:29][C:30]3[CH:35]=[CH:34][C:33]([F:36])=[CH:32][CH:31]=3)[N:25]=[CH:24]2)[CH:10]=1)=[O:8].FC(S(O)(=O)=O)(F)F. Product: [F:1][C:2]1[CH:3]=[C:4]([CH:37]=[CH:38][C:39]=1[F:40])[CH2:5][NH:6][C:7]([C:9]1[NH:13][N:12]=[C:11]([N:23]2[C:27](=[O:28])[N:26]([CH2:29][C:30]3[CH:35]=[CH:34][C:33]([F:36])=[CH:32][CH:31]=3)[N:25]=[CH:24]2)[CH:10]=1)=[O:8]. The catalyst class is: 281.